From a dataset of Reaction yield outcomes from USPTO patents with 853,638 reactions. Predict the reaction yield, written as a fraction of the theoretical maximum amount of product (1.0 means a 100% yield; for example, 0.34 means a 34% yield). The reactants are [N:1]([CH2:4][C@@H:5]1[CH2:7][C@H:6]1[C:8]([O:10][CH2:11][CH3:12])=[O:9])=[N+]=[N-].[H][H]. The catalyst is [Pd].CO. The product is [NH2:1][CH2:4][C@@H:5]1[CH2:7][C@H:6]1[C:8]([O:10][CH2:11][CH3:12])=[O:9]. The yield is 0.780.